Predict which catalyst facilitates the given reaction. From a dataset of Catalyst prediction with 721,799 reactions and 888 catalyst types from USPTO. (1) Reactant: C([O:3][C:4]([CH:6]1[CH:10]([C:11]2[CH:16]=[CH:15][C:14]([NH:17][C:18](=[O:39])[CH2:19][C:20]3[CH:25]=[CH:24][C:23]([NH:26][C:27]([NH:29][C:30]4[CH:35]=[CH:34][CH:33]=[CH:32][C:31]=4[CH3:36])=[O:28])=[C:22]([O:37][CH3:38])[CH:21]=3)=[CH:13][CH:12]=2)[CH2:9][N:8]([C:40](=[O:42])[CH3:41])[CH2:7]1)=[O:5])C.[OH-].[Na+]. Product: [C:40]([N:8]1[CH2:9][CH:10]([C:11]2[CH:16]=[CH:15][C:14]([NH:17][C:18](=[O:39])[CH2:19][C:20]3[CH:25]=[CH:24][C:23]([NH:26][C:27]([NH:29][C:30]4[CH:35]=[CH:34][CH:33]=[CH:32][C:31]=4[CH3:36])=[O:28])=[C:22]([O:37][CH3:38])[CH:21]=3)=[CH:13][CH:12]=2)[CH:6]([C:4]([OH:5])=[O:3])[CH2:7]1)(=[O:42])[CH3:41]. The catalyst class is: 8. (2) Reactant: [C:1]([O:5][C:6]([C@@H:8]([CH2:30][N:31]([CH:37]1[CH2:39][CH2:38]1)[CH2:32][CH2:33][CH2:34][CH:35]=[CH2:36])[C:9]([N:11]1[C@H:15]([C:16]([NH:18][C@:19]2([C:24]([O:26][CH2:27][CH3:28])=[O:25])[CH2:21][C@H:20]2[CH:22]=[CH2:23])=[O:17])[CH2:14][C@@H:13]([OH:29])[CH2:12]1)=[O:10])=[O:7])([CH3:4])([CH3:3])[CH3:2].N1C=CN=C1.[Si:45](Cl)([C:48]([CH3:51])([CH3:50])[CH3:49])([CH3:47])[CH3:46]. Product: [C:1]([O:5][C:6]([C@@H:8]([CH2:30][N:31]([CH:37]1[CH2:39][CH2:38]1)[CH2:32][CH2:33][CH2:34][CH:35]=[CH2:36])[C:9]([N:11]1[C@H:15]([C:16]([NH:18][C@:19]2([C:24]([O:26][CH2:27][CH3:28])=[O:25])[CH2:21][C@H:20]2[CH:22]=[CH2:23])=[O:17])[CH2:14][C@@H:13]([O:29][Si:45]([C:48]([CH3:51])([CH3:50])[CH3:49])([CH3:47])[CH3:46])[CH2:12]1)=[O:10])=[O:7])([CH3:2])([CH3:3])[CH3:4]. The catalyst class is: 3. (3) Reactant: [C:1]([C:4]1[C:9]([C:10]2[CH:15]=[CH:14][CH:13]=[CH:12][CH:11]=2)=[N:8][N:7]([CH2:16][CH3:17])[C:6](=[O:18])[C:5]=1[N+:19]([O-])=O)(=[O:3])[CH3:2].N[C:23]1[CH:27]=[C:26]([CH3:28])[O:25][N:24]=1. Product: [C:1]([C:4]1[C:9]([C:10]2[CH:11]=[CH:12][CH:13]=[CH:14][CH:15]=2)=[N:8][N:7]([CH2:16][CH3:17])[C:6](=[O:18])[C:5]=1[NH:19][C:23]1[CH:27]=[C:26]([CH3:28])[O:25][N:24]=1)(=[O:3])[CH3:2]. The catalyst class is: 8. (4) Reactant: [C:1]([O:5][CH2:6][CH:7]([CH3:9])[CH3:8])(=[O:4])[CH:2]=[CH2:3].C(OCC1C=CC=CC=1)(=O)C=C.C(OCCO)(=O)C=C.[CH3:30][C@@:31]12C(C(C([O-])=O)=C)C[C@H:34]([C:35]1(C)[CH3:36])C[CH2:32]2.C(#N)C=C. Product: [CH3:8][C@@:7]12[CH:6]([O:5][C:1]([CH:2]=[CH2:3])=[O:4])[CH2:32][C@@H:31]([C:35]1([CH3:36])[CH3:34])[CH2:30][CH2:9]2. The catalyst class is: 131.